From a dataset of Aqueous solubility values for 9,982 compounds from the AqSolDB database. Regression/Classification. Given a drug SMILES string, predict its absorption, distribution, metabolism, or excretion properties. Task type varies by dataset: regression for continuous measurements (e.g., permeability, clearance, half-life) or binary classification for categorical outcomes (e.g., BBB penetration, CYP inhibition). For this dataset (solubility_aqsoldb), we predict Y. (1) The molecule is O=P([O-])([O-])[O-].[Fe+3]. The Y is -3.26 log mol/L. (2) The compound is O=C(NC1CCCCC1)c1cccnc1. The Y is -2.32 log mol/L. (3) The molecule is CC(C)N(C(=O)COc1nnc(C(F)(F)F)s1)c1ccc(F)cc1. The Y is -3.81 log mol/L. (4) The drug is COc1cc(-c2cc(OC)cc(C(C)(C)C)c2O)c(O)c(C(C)(C)C)c1. The Y is -6.78 log mol/L. (5) The drug is CCCCCCCCCCCCCCCCCC(=O)NCCCN(C)C. The Y is -4.57 log mol/L.